Dataset: hERG potassium channel inhibition data for cardiac toxicity prediction from Karim et al.. Task: Regression/Classification. Given a drug SMILES string, predict its toxicity properties. Task type varies by dataset: regression for continuous values (e.g., LD50, hERG inhibition percentage) or binary classification for toxic/non-toxic outcomes (e.g., AMES mutagenicity, cardiotoxicity, hepatotoxicity). Dataset: herg_karim. (1) The drug is CC(C)c1ccccc1C(=O)N(CC1CCCC1)C1CCNC1. The result is 1 (blocker). (2) The drug is CCN1C[C@@]2(COC)C3[C@@H](OC)[C@H]4C1[C@]3(C(OC)C[C@H]2O)C1C[C@]2(O)C(OC)C(O)[C@@]4(OC(C)=O)C1[C@H]2OC(=O)c1ccccc1. The result is 0 (non-blocker). (3) The molecule is COc1ccc(C2CN(CCCc3ccc(OC)c(OC)c3)CC2CNC(=O)c2cccc(Cl)c2)cc1. The result is 1 (blocker). (4) The compound is COC[C@H]1OC(=O)c2coc3c2[C@@]1(C)C1=C(C3=O)[C@@H]2CC[C@H](O)[C@@]2(C)C[C@H]1OC(C)=O. The result is 0 (non-blocker).